Dataset: Full USPTO retrosynthesis dataset with 1.9M reactions from patents (1976-2016). Task: Predict the reactants needed to synthesize the given product. The reactants are: [Br:1][C:2]1[CH:3]=[CH:4][C:5]([O:20][CH3:21])=[C:6]([CH2:8][CH2:9][C:10]2[C:18]([F:19])=[CH:17][CH:16]=[CH:15][C:11]=2[C:12](O)=[O:13])[CH:7]=1.C([N:25](C(C)C)CC)(C)C. Given the product [Br:1][C:2]1[CH:3]=[CH:4][C:5]([O:20][CH3:21])=[C:6]([CH2:8][CH2:9][C:10]2[C:18]([F:19])=[CH:17][CH:16]=[CH:15][C:11]=2[C:12]([NH2:25])=[O:13])[CH:7]=1, predict the reactants needed to synthesize it.